Dataset: Forward reaction prediction with 1.9M reactions from USPTO patents (1976-2016). Task: Predict the product of the given reaction. (1) The product is: [CH3:18][C:13]1[CH:14]=[CH:15][CH:16]=[CH:17][C:12]=1[N:1]1[CH:5]=[C:4]([C:6]([O:8][CH2:9][CH3:10])=[O:7])[CH:3]=[N:2]1. Given the reactants [NH:1]1[CH:5]=[C:4]([C:6]([O:8][CH2:9][CH3:10])=[O:7])[CH:3]=[N:2]1.I[C:12]1[CH:17]=[CH:16][CH:15]=[CH:14][C:13]=1[CH3:18].CNCCNC.C(=O)([O-])[O-].[K+].[K+], predict the reaction product. (2) Given the reactants [CH3:1][O:2][C:3]([C:5]1[CH:9]=[C:8]([C:10]2[CH:15]=[CH:14][C:13]([C:16]#[N:17])=[CH:12][N:11]=2)[N:7]([C:18]2[N:19]=[N:20][C:21](Cl)=[CH:22][CH:23]=2)[N:6]=1)=[O:4].[CH3:25][O-:26].[Na+].Cl.C(Cl)(Cl)Cl, predict the reaction product. The product is: [CH3:1][O:2][C:3]([C:5]1[CH:9]=[C:8]([C:10]2[CH:15]=[CH:14][C:13]([C:16]#[N:17])=[CH:12][N:11]=2)[N:7]([C:18]2[N:19]=[N:20][C:21]([O:26][CH3:25])=[CH:22][CH:23]=2)[N:6]=1)=[O:4]. (3) Given the reactants C(O[C:6]([N:8](C)[CH2:9][C@H:10]([C:25]1[CH:34]=[CH:33][C:32]2[C:27](=[CH:28][CH:29]=[CH:30][CH:31]=2)[CH:26]=1)[C@@H:11]([C:19]1[CH:24]=[CH:23][CH:22]=[CH:21][CH:20]=1)[O:12][CH2:13][C:14](OCC)=[O:15])=O)(C)(C)C.[CH:36]1([NH2:39])[CH2:38][CH2:37]1.FC(F)(F)C(O)=O.C(=O)(O)[O-].[Na+].Cl, predict the reaction product. The product is: [CH:36]1([NH:39][C:14](=[O:15])[CH2:13][O:12][C@H:11]([C:19]2[CH:24]=[CH:23][CH:22]=[CH:21][CH:20]=2)[C@@H:10]([C:25]2[CH:34]=[CH:33][C:32]3[C:27](=[CH:28][CH:29]=[CH:30][CH:31]=3)[CH:26]=2)[CH2:9][NH:8][CH3:6])[CH2:38][CH2:37]1.